This data is from Catalyst prediction with 721,799 reactions and 888 catalyst types from USPTO. The task is: Predict which catalyst facilitates the given reaction. (1) Reactant: [N:1]1[CH:6]=[CH:5][C:4]([C:7]2([NH:10]C(=O)OC(C)(C)C)[CH2:9][CH2:8]2)=[N:3][CH:2]=1.[ClH:18]. Product: [ClH:18].[N:1]1[CH:6]=[CH:5][C:4]([C:7]2([NH2:10])[CH2:9][CH2:8]2)=[N:3][CH:2]=1. The catalyst class is: 12. (2) Reactant: C([O:8][C:9]1[CH:10]=[CH:11][C:12]2[C:13]3[N:21]=[C:20]([C:22]4[CH:27]=[CH:26][C:25]([O:28][CH3:29])=[CH:24][CH:23]=4)[CH:19]=[C:18]([C:30]([NH2:32])=[O:31])[C:14]=3[NH:15][C:16]=2[CH:17]=1)C1C=CC=CC=1.C([O-])=O.[NH4+]. Product: [OH:8][C:9]1[CH:10]=[CH:11][C:12]2[C:13]3[N:21]=[C:20]([C:22]4[CH:23]=[CH:24][C:25]([O:28][CH3:29])=[CH:26][CH:27]=4)[CH:19]=[C:18]([C:30]([NH2:32])=[O:31])[C:14]=3[NH:15][C:16]=2[CH:17]=1. The catalyst class is: 45.